Dataset: CYP3A4 inhibition data for predicting drug metabolism from PubChem BioAssay. Task: Regression/Classification. Given a drug SMILES string, predict its absorption, distribution, metabolism, or excretion properties. Task type varies by dataset: regression for continuous measurements (e.g., permeability, clearance, half-life) or binary classification for categorical outcomes (e.g., BBB penetration, CYP inhibition). Dataset: cyp3a4_veith. (1) The result is 0 (non-inhibitor). The drug is O=C(O)c1cccc(N=Nc2c(S(=O)(=O)O)ccc3c2C(=O)c2ccccc2C3=O)c1O. (2) The compound is C[N+]1(CCC[N+]2(C)C[C@@H]3[C@@H]4C=C[C@@H](CC4)[C@H]3C2)CCOCC1. The result is 0 (non-inhibitor).